Dataset: Catalyst prediction with 721,799 reactions and 888 catalyst types from USPTO. Task: Predict which catalyst facilitates the given reaction. (1) Reactant: [NH2:1][C:2]1[N:7]=[C:6]([O:8][CH3:9])[C:5]([C:10](=[O:26])[CH2:11][CH2:12][CH:13]2[CH2:18][CH2:17][N:16](C(OC(C)(C)C)=O)[CH2:15][CH2:14]2)=[CH:4][C:3]=1[Cl:27]. Product: [ClH:27].[NH2:1][C:2]1[N:7]=[C:6]([O:8][CH3:9])[C:5]([C:10](=[O:26])[CH2:11][CH2:12][CH:13]2[CH2:18][CH2:17][NH:16][CH2:15][CH2:14]2)=[CH:4][C:3]=1[Cl:27]. The catalyst class is: 33. (2) Reactant: [CH2:1]([OH:9])[CH2:2][C:3]1[CH:8]=[CH:7][CH:6]=[CH:5][CH:4]=1.[C:10]([O-:13])([O-])=O.[K+].[K+].ClC1[S:18][C:19]2[CH:25]=[C:24]([CH3:26])[CH:23]=[CH:22][C:20]=2[N:21]=1.[OH-].[Na+].C(OC(C)C)(=O)C. Product: [CH3:26][C:24]1[CH:23]=[CH:22][C:20]2[N:21]=[C:10]([O:13][C:6]3[CH:7]=[CH:8][C:3]([CH2:2][CH2:1][OH:9])=[CH:4][CH:5]=3)[S:18][C:19]=2[CH:25]=1. The catalyst class is: 23.